This data is from Forward reaction prediction with 1.9M reactions from USPTO patents (1976-2016). The task is: Predict the product of the given reaction. (1) Given the reactants [CH3:1][O:2][CH2:3][CH2:4][OH:5].[H-].[Na+].Cl[C:9]1[CH:10]=[C:11]([CH:32]=[CH:33][N:34]=1)[C:12]([NH:14][C:15]1[S:16][C:17]2[C:23]([N:24]3[CH2:29][CH2:28][O:27][CH2:26][CH2:25]3)=[CH:22][CH:21]=[C:20]([O:30][CH3:31])[C:18]=2[N:19]=1)=[O:13], predict the reaction product. The product is: [CH3:1][O:2][CH2:3][CH2:4][O:5][C:9]1[CH:10]=[C:11]([CH:32]=[CH:33][N:34]=1)[C:12]([NH:14][C:15]1[S:16][C:17]2[C:23]([N:24]3[CH2:25][CH2:26][O:27][CH2:28][CH2:29]3)=[CH:22][CH:21]=[C:20]([O:30][CH3:31])[C:18]=2[N:19]=1)=[O:13]. (2) Given the reactants [CH3:1][C:2]1[CH:7]=[CH:6][C:5]([NH:8][C:9]2[C:10]([NH2:15])=[CH:11][CH:12]=[CH:13][CH:14]=2)=[CH:4][CH:3]=1.[S:16](N)(N)(=[O:18])=[O:17], predict the reaction product. The product is: [CH3:1][C:2]1[CH:7]=[CH:6][C:5]([N:8]2[C:9]3[CH:14]=[CH:13][CH:12]=[CH:11][C:10]=3[NH:15][S:16]2(=[O:18])=[O:17])=[CH:4][CH:3]=1. (3) Given the reactants [CH3:1][O:2][C:3]1[CH:8]=[C:7]([O:9][CH3:10])[N:6]=[C:5]([N:11]2[C:20](=[O:21])[C:19]3[C:14](=[CH:15][C:16]([C:22]([OH:24])=O)=[CH:17][CH:18]=3)[NH:13][C:12]2=[S:25])[N:4]=1.[Cl:26][C:27]1[CH:34]=[CH:33][C:30]([CH2:31][NH2:32])=[CH:29][CH:28]=1.CCN(C(C)C)C(C)C.CN(C(ON1N=NC2C=CC=NC1=2)=[N+](C)C)C.F[P-](F)(F)(F)(F)F, predict the reaction product. The product is: [Cl:26][C:27]1[CH:34]=[CH:33][C:30]([CH2:31][NH:32][C:22]([C:16]2[CH:15]=[C:14]3[C:19]([C:20](=[O:21])[N:11]([C:5]4[N:6]=[C:7]([O:9][CH3:10])[CH:8]=[C:3]([O:2][CH3:1])[N:4]=4)[C:12](=[S:25])[NH:13]3)=[CH:18][CH:17]=2)=[O:24])=[CH:29][CH:28]=1. (4) Given the reactants [N+:1]([C:4]1[CH:5]=[C:6]([O:14][CH2:15][CH2:16][NH2:17])[CH:7]=[C:8]([C:10]([F:13])([F:12])[F:11])[CH:9]=1)([O-:3])=[O:2].N1C=CC=CC=1.[S:24](Cl)([CH3:27])(=[O:26])=[O:25], predict the reaction product. The product is: [N+:1]([C:4]1[CH:5]=[C:6]([O:14][CH2:15][CH2:16][NH:17][S:24]([CH3:27])(=[O:26])=[O:25])[CH:7]=[C:8]([C:10]([F:11])([F:12])[F:13])[CH:9]=1)([O-:3])=[O:2]. (5) Given the reactants Br[CH:2]1[CH2:6][CH2:5][N:4]([C:7]2[CH:12]=[CH:11][C:10]([O:13][CH2:14][C@H:15]([OH:19])[CH2:16][S:17][CH3:18])=[C:9]([O:20][CH3:21])[CH:8]=2)[C:3]1=[O:22].[C:23]1([C:30]2[CH:35]=[CH:34][CH:33]=[CH:32][CH:31]=2)[CH:28]=[CH:27][C:26]([OH:29])=[CH:25][CH:24]=1.C([O-])([O-])=O.[K+].[K+], predict the reaction product. The product is: [C:23]1([C:30]2[CH:35]=[CH:34][CH:33]=[CH:32][CH:31]=2)[CH:24]=[CH:25][C:26]([O:29][CH:2]2[CH2:6][CH2:5][N:4]([C:7]3[CH:12]=[CH:11][C:10]([O:13][CH2:14][C@H:15]([OH:19])[CH2:16][S:17][CH3:18])=[C:9]([O:20][CH3:21])[CH:8]=3)[C:3]2=[O:22])=[CH:27][CH:28]=1. (6) Given the reactants Br[C:2]1[CH:10]=[C:9]2[C:5]([C:6]([CH3:13])([CH3:12])[C:7](=[O:11])[NH:8]2)=[CH:4][CH:3]=1.[NH2:14][C:15]1[N:20]=[CH:19][C:18](B(O)O)=[CH:17][N:16]=1, predict the reaction product. The product is: [NH2:14][C:15]1[N:20]=[CH:19][C:18]([C:2]2[CH:10]=[C:9]3[C:5]([C:6]([CH3:13])([CH3:12])[C:7](=[O:11])[NH:8]3)=[CH:4][CH:3]=2)=[CH:17][N:16]=1. (7) The product is: [NH2:1][C:2]1[C:7]([C:8]([NH2:9])=[O:15])=[N:6][C:5]([C:10]([F:13])([F:11])[F:12])=[CH:4][CH:3]=1. Given the reactants [NH2:1][C:2]1[CH:3]=[CH:4][C:5]([C:10]([F:13])([F:12])[F:11])=[N:6][C:7]=1[C:8]#[N:9].S(=O)(=O)(O)[OH:15], predict the reaction product.